Regression. Given two drug SMILES strings and cell line genomic features, predict the synergy score measuring deviation from expected non-interaction effect. From a dataset of NCI-60 drug combinations with 297,098 pairs across 59 cell lines. Drug 1: CN1CCC(CC1)COC2=C(C=C3C(=C2)N=CN=C3NC4=C(C=C(C=C4)Br)F)OC. Drug 2: C1=NC2=C(N=C(N=C2N1C3C(C(C(O3)CO)O)O)F)N. Cell line: LOX IMVI. Synergy scores: CSS=10.9, Synergy_ZIP=-0.980, Synergy_Bliss=5.83, Synergy_Loewe=-6.08, Synergy_HSA=3.03.